From a dataset of Reaction yield outcomes from USPTO patents with 853,638 reactions. Predict the reaction yield, written as a fraction of the theoretical maximum amount of product (1.0 means a 100% yield; for example, 0.34 means a 34% yield). The reactants are Br[C:2]1[CH:7]=[CH:6][CH:5]=[CH:4][CH:3]=1.[Li]C(C)(C)C.[C:13]1([C@@H:19]([N@:21]2[CH2:23][CH:22]2[CH:24]=[O:25])[CH3:20])[CH:18]=[CH:17][CH:16]=[CH:15][CH:14]=1.O. The catalyst is C1COCC1. The product is [C:2]1([C@H:24]([CH:22]2[CH2:23][N@@:21]2[C@H:19]([C:13]2[CH:18]=[CH:17][CH:16]=[CH:15][CH:14]=2)[CH3:20])[OH:25])[CH:7]=[CH:6][CH:5]=[CH:4][CH:3]=1. The yield is 0.860.